From a dataset of Peptide-MHC class I binding affinity with 185,985 pairs from IEDB/IMGT. Regression. Given a peptide amino acid sequence and an MHC pseudo amino acid sequence, predict their binding affinity value. This is MHC class I binding data. (1) The peptide sequence is IMFSKSLNF. The MHC is HLA-B15:03 with pseudo-sequence HLA-B15:03. The binding affinity (normalized) is 1.00. (2) The peptide sequence is KSLYNTIAVLY. The MHC is HLA-A02:01 with pseudo-sequence HLA-A02:01. The binding affinity (normalized) is 0.347.